From a dataset of Forward reaction prediction with 1.9M reactions from USPTO patents (1976-2016). Predict the product of the given reaction. (1) Given the reactants Br[C:2]1[N:6]2[CH:7]=[CH:8][C:9]([C:11]([F:14])([F:13])[F:12])=[N:10][C:5]2=[N:4][CH:3]=1.CC1(C)COB([C:22]2[C:23]([CH3:37])=[C:24]([C:28]3[C:29]([C:35]#[N:36])=[CH:30][C:31]([F:34])=[CH:32][CH:33]=3)[CH:25]=[CH:26][CH:27]=2)OC1, predict the reaction product. The product is: [F:34][C:31]1[CH:30]=[C:29]([C:35]#[N:36])[C:28]([C:24]2[CH:25]=[CH:26][CH:27]=[C:22]([C:2]3[N:6]4[CH:7]=[CH:8][C:9]([C:11]([F:14])([F:13])[F:12])=[N:10][C:5]4=[N:4][CH:3]=3)[C:23]=2[CH3:37])=[CH:33][CH:32]=1. (2) Given the reactants [Br:1][C:2]1[C:10]([N+:11]([O-:13])=[O:12])=[CH:9][CH:8]=[CH:7][C:3]=1[C:4](O)=[O:5].CN.O1CCCC1.C[CH2:22][N:23](C(C)C)C(C)C, predict the reaction product. The product is: [Br:1][C:2]1[C:10]([N+:11]([O-:13])=[O:12])=[CH:9][CH:8]=[CH:7][C:3]=1[C:4]([NH:23][CH3:22])=[O:5]. (3) Given the reactants [N:1]12CCC(CC1)CC2.[F:9][C:10]1[CH:11]=[C:12]([CH:16]=[C:17]([F:19])[CH:18]=1)[C:13](O)=[O:14].C(N(CC)CC)C, predict the reaction product. The product is: [F:9][C:10]1[CH:11]=[C:12]([CH:16]=[C:17]([F:19])[CH:18]=1)[C:13]([NH2:1])=[O:14]. (4) Given the reactants ClC1C(Cl)=CC=CC=1N1[CH2:14][CH2:13][N:12]([CH2:15][CH2:16][CH2:17][CH2:18][O:19][C:20]2[CH:29]=[CH:28][C:27]3[C:22](=[C:23]([OH:30])[CH:24]=[CH:25][CH:26]=3)[N:21]=2)[CH2:11][CH2:10]1.[CH3:31][O:32][C:33]1[CH:34]=[C:35]2C(=[CH:41][CH:42]=1)CNCC2, predict the reaction product. The product is: [CH3:31][O:32][C:33]1[CH:42]=[C:41]2[C:10](=[CH:35][CH:34]=1)[CH2:11][N:12]([CH2:15][CH2:16][CH2:17][CH2:18][O:19][C:20]1[CH:29]=[CH:28][C:27]3[C:22](=[C:23]([OH:30])[CH:24]=[CH:25][CH:26]=3)[N:21]=1)[CH2:13][CH2:14]2. (5) Given the reactants [CH2:1]([NH:9][S:10]([C:13]1[CH:22]=[CH:21][C:16]([C:17]([O:19][CH3:20])=[O:18])=[CH:15][CH:14]=1)(=[O:12])=[O:11])[CH2:2][C:3]1[CH:8]=[CH:7][CH:6]=[CH:5][CH:4]=1.Cl[C:24]1[C:29]([Cl:30])=[CH:28][C:27]([C:31]([F:34])([F:33])[F:32])=[CH:26][N:25]=1.C([O-])([O-])=O.[Cs+].[Cs+].O, predict the reaction product. The product is: [Cl:30][C:29]1[C:24]([N:9]([CH2:1][CH2:2][C:3]2[CH:4]=[CH:5][CH:6]=[CH:7][CH:8]=2)[S:10]([C:13]2[CH:14]=[CH:15][C:16]([C:17]([O:19][CH3:20])=[O:18])=[CH:21][CH:22]=2)(=[O:12])=[O:11])=[N:25][CH:26]=[C:27]([C:31]([F:33])([F:32])[F:34])[CH:28]=1. (6) Given the reactants [Cl:1][C:2]1[CH:7]=[CH:6][C:5]([CH2:8][CH2:9][S:10]([NH:13][C:14]2[CH:22]=[CH:21][C:17]([C:18]([OH:20])=[O:19])=[CH:16][C:15]=2[S:23](=[O:26])(=[O:25])[NH2:24])(=[O:12])=[O:11])=[C:4]([O:27][CH3:28])[CH:3]=1.[CH3:29]O, predict the reaction product. The product is: [CH3:29][O:19][C:18](=[O:20])[C:17]1[CH:21]=[CH:22][C:14]([NH:13][S:10]([CH2:9][CH2:8][C:5]2[CH:6]=[CH:7][C:2]([Cl:1])=[CH:3][C:4]=2[O:27][CH3:28])(=[O:12])=[O:11])=[C:15]([S:23](=[O:25])(=[O:26])[NH2:24])[CH:16]=1. (7) Given the reactants O[C:2]1([CH3:13])[CH2:7][CH2:6][N:5]([C:8]([O:10][CH2:11][CH3:12])=[O:9])[CH2:4][CH2:3]1.[Br:14][C:15]1[CH:20]=[CH:19][CH:18]=[CH:17][CH:16]=1.FC(F)(F)S(O)(=O)=O.[OH-].[Na+], predict the reaction product. The product is: [Br:14][C:15]1[CH:20]=[CH:19][C:18]([C:2]2([CH3:13])[CH2:7][CH2:6][N:5]([C:8]([O:10][CH2:11][CH3:12])=[O:9])[CH2:4][CH2:3]2)=[CH:17][CH:16]=1. (8) The product is: [CH2:31]([C:23]1[O:24][C:25]2[CH:30]=[CH:29][CH:28]=[CH:27][C:26]=2[C:22]=1[C:19]1[CH:20]=[CH:21][C:16]([C:13]2[CH:14]=[CH:15][C:10]([CH2:9][S:8][CH2:7][C@:6]([N:38]=[C:39]=[O:40])([O:1][C:10]([CH3:15])([CH3:11])[CH3:9])[C:5]([OH:4])=[O:46])=[CH:11][CH:12]=2)=[CH:17][CH:18]=1)[C:32]1[CH:33]=[CH:34][CH:35]=[CH:36][CH:37]=1. Given the reactants [OH-:1].[Na+].C[O:4][C:5](=[O:46])[C@@H:6]([NH:38][C:39](OC(C)(C)C)=[O:40])[CH2:7][S:8][CH2:9][C:10]1[CH:15]=[CH:14][C:13]([C:16]2[CH:21]=[CH:20][C:19]([C:22]3[C:26]4[CH:27]=[CH:28][CH:29]=[CH:30][C:25]=4[O:24][C:23]=3[CH2:31][C:32]3[CH:37]=[CH:36][CH:35]=[CH:34][CH:33]=3)=[CH:18][CH:17]=2)=[CH:12][CH:11]=1.Cl, predict the reaction product. (9) Given the reactants [Cl:1][C:2]1[CH:3]=[C:4]([S:9]([NH:12][C:13]2[CH:14]=[C:15]([CH:25]=[CH:26][C:27]=2[O:28][CH3:29])[C:16]([NH:18][C:19]2[CH:24]=[CH:23][CH:22]=[CH:21][CH:20]=2)=O)(=[O:11])=[O:10])[CH:5]=[C:6]([Cl:8])[CH:7]=1.COC1C=CC(P2(SP(C3C=CC(OC)=CC=3)(=S)S2)=[S:39])=CC=1, predict the reaction product. The product is: [Cl:1][C:2]1[CH:3]=[C:4]([S:9]([NH:12][C:13]2[CH:14]=[C:15]([CH:25]=[CH:26][C:27]=2[O:28][CH3:29])[C:16]([NH:18][C:19]2[CH:24]=[CH:23][CH:22]=[CH:21][CH:20]=2)=[S:39])(=[O:11])=[O:10])[CH:5]=[C:6]([Cl:8])[CH:7]=1. (10) Given the reactants [NH2:1][C:2]1[C:3]2[N:4]([C:8]([C@H:12]3[CH2:32][N:16]4[C:17](=[O:31])[CH2:18][N:19](C(OCC5C=CC=CC=5)=O)[CH2:20][C@H:15]4[CH2:14][CH2:13]3)=[N:9][C:10]=2[Br:11])[CH:5]=[CH:6][N:7]=1, predict the reaction product. The product is: [NH2:1][C:2]1[C:3]2[N:4]([C:8]([C@H:12]3[CH2:32][N:16]4[C:17](=[O:31])[CH2:18][NH:19][CH2:20][C@H:15]4[CH2:14][CH2:13]3)=[N:9][C:10]=2[Br:11])[CH:5]=[CH:6][N:7]=1.